From a dataset of Forward reaction prediction with 1.9M reactions from USPTO patents (1976-2016). Predict the product of the given reaction. (1) Given the reactants [C:1]([P:5]([CH2:10][C:11]1[CH:16]=[CH:15][CH:14]=[C:13]([CH2:17][P:18]([C:23]([CH3:26])([CH3:25])[CH3:24])[C:19]([CH3:22])([CH3:21])[CH3:20])[CH:12]=1)[C:6]([CH3:9])([CH3:8])[CH3:7])([CH3:4])([CH3:3])[CH3:2].O.[Ru:28]([Cl:31])(Cl)Cl.[CH2:32]([OH:34])C, predict the reaction product. The product is: [C:23]([P:18]([CH2:17][C:13]1([C:32]([Ru:28][Cl:31])=[O:34])[CH:14]=[CH:15][CH:16]=[C:11]([CH2:10][P:5]([C:6]([CH3:9])([CH3:8])[CH3:7])[C:1]([CH3:2])([CH3:3])[CH3:4])[CH2:12]1)[C:19]([CH3:22])([CH3:21])[CH3:20])([CH3:26])([CH3:25])[CH3:24]. (2) Given the reactants [CH3:1][N:2]1[CH:6]=[CH:5][CH:4]=[C:3]1[C:7]([O:9][CH3:10])=[O:8].[Br:11]N1C(=O)CCC1=O, predict the reaction product. The product is: [CH3:10][O:9][C:7]([C:3]1[N:2]([CH3:1])[C:6]([Br:11])=[CH:5][CH:4]=1)=[O:8]. (3) Given the reactants [C:1]([O:5][C:6]([NH:8][CH2:9][C@H:10]1[CH2:15][CH2:14][C@H:13]([C:16]([NH:18][C@H:19]([C:37](=[O:50])[NH:38][C:39]2[CH:44]=[CH:43][C:42]([C:45]3[NH:49][N:48]=[N:47][N:46]=3)=[CH:41][CH:40]=2)[CH2:20][C:21]2[CH:26]=[CH:25][C:24]([C:27]3[CH:32]=[CH:31][C:30]([C:33]([OH:35])=O)=[CH:29][C:28]=3[CH3:36])=[CH:23][CH:22]=2)=[O:17])[CH2:12][CH2:11]1)=[O:7])([CH3:4])([CH3:3])[CH3:2].[NH2:51][CH:52]1[CH2:57][CH2:56][N:55]([C:58]([O:60][C:61]([CH3:64])([CH3:63])[CH3:62])=[O:59])[CH2:54][C:53]1([CH3:66])[CH3:65].C(NC(C)C)(C)C.CN(C(ON1N=NC2C=CC=NC1=2)=[N+](C)C)C.F[P-](F)(F)(F)(F)F, predict the reaction product. The product is: [C:1]([O:5][C:6]([NH:8][CH2:9][C@H:10]1[CH2:15][CH2:14][C@H:13]([C:16]([NH:18][C@H:19]([C:37](=[O:50])[NH:38][C:39]2[CH:44]=[CH:43][C:42]([C:45]3[NH:46][N:47]=[N:48][N:49]=3)=[CH:41][CH:40]=2)[CH2:20][C:21]2[CH:26]=[CH:25][C:24]([C:27]3[CH:32]=[CH:31][C:30]([C:33]([NH:51][CH:52]4[CH2:57][CH2:56][N:55]([C:58]([O:60][C:61]([CH3:64])([CH3:63])[CH3:62])=[O:59])[CH2:54][C:53]4([CH3:66])[CH3:65])=[O:35])=[CH:29][C:28]=3[CH3:36])=[CH:23][CH:22]=2)=[O:17])[CH2:12][CH2:11]1)=[O:7])([CH3:3])([CH3:2])[CH3:4].